From a dataset of Reaction yield outcomes from USPTO patents with 853,638 reactions. Predict the reaction yield, written as a fraction of the theoretical maximum amount of product (1.0 means a 100% yield; for example, 0.34 means a 34% yield). (1) The reactants are [CH2:1]([C:3]([F:31])([CH2:29][CH3:30])[CH2:4][N:5]1[CH2:10][CH2:9][CH:8]([CH2:11][O:12][C:13]2[CH:14]=[N:15][C:16]([C:19]3[CH:28]=[CH:27][C:22]([C:23]([O:25]C)=[O:24])=[CH:21][CH:20]=3)=[N:17][CH:18]=2)[CH2:7][CH2:6]1)[CH3:2].O[Li].O. The catalyst is C1COCC1. The product is [CH2:1]([C:3]([F:31])([CH2:29][CH3:30])[CH2:4][N:5]1[CH2:10][CH2:9][CH:8]([CH2:11][O:12][C:13]2[CH:18]=[N:17][C:16]([C:19]3[CH:20]=[CH:21][C:22]([C:23]([OH:25])=[O:24])=[CH:27][CH:28]=3)=[N:15][CH:14]=2)[CH2:7][CH2:6]1)[CH3:2]. The yield is 0.770. (2) The reactants are [CH2:1]([O:3][C:4](=[O:32])[CH:5]([C:11]1[C:20]([O:21]CC2C=CC=CC=2)=[C:19]([CH:29]2[CH2:31][CH2:30]2)[CH:18]=[C:17]2[C:12]=1[CH:13]=[CH:14][CH:15]=[N:16]2)[O:6][C:7]([CH3:10])([CH3:9])[CH3:8])[CH3:2]. The catalyst is [Pd].C(O)C.ClCCl. The product is [CH2:1]([O:3][C:4](=[O:32])[CH:5]([O:6][C:7]([CH3:10])([CH3:9])[CH3:8])[C:11]1[C:20]([OH:21])=[C:19]([CH:29]2[CH2:30][CH2:31]2)[CH:18]=[C:17]2[C:12]=1[CH:13]=[CH:14][CH:15]=[N:16]2)[CH3:2]. The yield is 1.00. (3) The catalyst is C1C=CC=CC=1.C1COCC1.O. The product is [Br:1][C:2]1[CH:3]=[C:4]2[C:8](=[CH:9][CH:10]=1)[NH:7][CH:6]=[C:5]2[CH2:11][C:21]#[N:22]. The reactants are [Br:1][C:2]1[CH:3]=[C:4]2[C:8](=[CH:9][CH:10]=1)[NH:7][CH:6]=[C:5]2[CH2:11]N(C)C.IC.C[Si]([C:21]#[N:22])(C)C.[F-].C([N+](CCCC)(CCCC)CCCC)CCC. The yield is 0.510. (4) The reactants are [C:1]([C:3]1[CH:8]=[CH:7][C:6]([C:9]2[N:10]=[C:11]3[CH:16]=[CH:15][C:14]([C:17]4[CH:22]=[CH:21][CH:20]=[CH:19][C:18]=4[F:23])=[N:13][N:12]3[CH:24]=2)=[CH:5][C:4]=1[N+:25]([O-])=O)#[CH:2].CC(O)=O. The catalyst is C(O)C.O.[Fe]. The product is [C:1]([C:3]1[CH:8]=[CH:7][C:6]([C:9]2[N:10]=[C:11]3[CH:16]=[CH:15][C:14]([C:17]4[CH:22]=[CH:21][CH:20]=[CH:19][C:18]=4[F:23])=[N:13][N:12]3[CH:24]=2)=[CH:5][C:4]=1[NH2:25])#[CH:2]. The yield is 0.730.